From a dataset of HIV replication inhibition screening data with 41,000+ compounds from the AIDS Antiviral Screen. Binary Classification. Given a drug SMILES string, predict its activity (active/inactive) in a high-throughput screening assay against a specified biological target. (1) The compound is C(=CP(c1ccccc1)c1ccccc1)P(C=CP(c1ccccc1)c1ccccc1)c1ccccc1. The result is 0 (inactive). (2) The molecule is CC1(C)OC(CCC#N)CN1C(=O)OCc1ccccc1. The result is 0 (inactive). (3) The drug is Cc1nc(O)nc(NCCNCCO)c1C(=O)Nc1cccc2cc3ccccc3cc12. The result is 0 (inactive). (4) The result is 0 (inactive). The drug is O=C(Cc1ccccc1)NN1C(=O)C(Cl)C1c1ccc(Cl)cc1. (5) The molecule is COP1(=O)CC2C(Cl)(Cl)C2(C)C1. The result is 0 (inactive). (6) The result is 0 (inactive). The drug is Nc1ncnc2c1ncn2C1C(CO)CC1(F)F. (7) The drug is CC1CC23C4CCCN2CC2OC2C13C1CC4OC1=O. The result is 0 (inactive). (8) The molecule is CC(=O)OCC(C)C1=C(O)C(=O)C2(C)CC=C(C)CCC=C(C)CCC(O)C(C)CCC12. The result is 0 (inactive). (9) The drug is CCN(CC)c1cc2oc(=O)cc(C)c2cc1NC(=O)c1ccccc1. The result is 0 (inactive). (10) The molecule is N=C(N)SC12CC3CC(CC(C3)C1)C2. The result is 0 (inactive).